From a dataset of Catalyst prediction with 721,799 reactions and 888 catalyst types from USPTO. Predict which catalyst facilitates the given reaction. (1) Reactant: [C:1]([O:5][C:6](=[O:34])[C:7](=[CH:19][C@H:20]1[CH2:25][CH2:24][C@H:23]([NH:26][C:27]([O:29][C:30]([CH3:33])([CH3:32])[CH3:31])=[O:28])[CH2:22][CH2:21]1)[CH2:8][C:9]([O:11]CC1C=CC=CC=1)=[O:10])([CH3:4])([CH3:3])[CH3:2]. Product: [C:1]([O:5][C:6](=[O:34])[CH:7]([CH2:19][C@H:20]1[CH2:25][CH2:24][C@H:23]([NH:26][C:27]([O:29][C:30]([CH3:33])([CH3:32])[CH3:31])=[O:28])[CH2:22][CH2:21]1)[CH2:8][C:9]([OH:11])=[O:10])([CH3:3])([CH3:4])[CH3:2]. The catalyst class is: 29. (2) Reactant: [C:1]([O:5][C:6]([CH2:8][N:9]1[C:18]2[C:13](=[CH:14][CH:15]=[CH:16][CH:17]=2)[C:12](=[O:19])[N:11]([C:20]2[CH:25]=[CH:24][C:23]([CH2:26][C:27]([OH:29])=O)=[CH:22][CH:21]=2)[C:10]1=[O:30])=[O:7])([CH3:4])([CH3:3])[CH3:2].[NH2:31][CH2:32][CH2:33][C:34]1[CH:39]=[CH:38][CH:37]=[CH:36][CH:35]=1.CN(C(ON1N=NC2C=CC=NC1=2)=[N+](C)C)C.F[P-](F)(F)(F)(F)F.CCN(C(C)C)C(C)C.Cl. The catalyst class is: 34. Product: [C:1]([O:5][C:6](=[O:7])[CH2:8][N:9]1[C:18]2[C:13](=[CH:14][CH:15]=[CH:16][CH:17]=2)[C:12](=[O:19])[N:11]([C:20]2[CH:25]=[CH:24][C:23]([CH2:26][C:27](=[O:29])[NH:31][CH2:32][CH2:33][C:34]3[CH:39]=[CH:38][CH:37]=[CH:36][CH:35]=3)=[CH:22][CH:21]=2)[C:10]1=[O:30])([CH3:3])([CH3:2])[CH3:4]. (3) Reactant: [CH3:1][NH:2][C:3]1[C:8]([CH2:9][OH:10])=[CH:7][N:6]=[C:5]([S:11][CH3:12])[N:4]=1. Product: [CH3:1][NH:2][C:3]1[C:8]([CH:9]=[O:10])=[CH:7][N:6]=[C:5]([S:11][CH3:12])[N:4]=1. The catalyst class is: 697. (4) Reactant: C([Li])CCC.Br[C:7]1[CH:15]=[CH:14][CH:13]=[C:12]2[C:8]=1[CH2:9][CH2:10][CH:11]2[O:16][Si:17]([C:20]([CH3:23])([CH3:22])[CH3:21])([CH3:19])[CH3:18].[F:24][CH:25]([F:31])[C:26](OCC)=[O:27].[BH4-].[Na+]. Product: [C:20]([Si:17]([CH3:19])([CH3:18])[O:16][CH:11]1[C:12]2[C:8](=[C:7]([CH:26]([OH:27])[CH:25]([F:31])[F:24])[CH:15]=[CH:14][CH:13]=2)[CH2:9][CH2:10]1)([CH3:23])([CH3:22])[CH3:21]. The catalyst class is: 214. (5) Reactant: CC1C=CC(S(O[CH2:12][C:13]2([OH:28])[C:17]3=[C:18]([F:27])[CH:19]=[N:20][C:21]4[CH:22]=[C:23]([F:26])[C:24](=[O:25])[N:15]([C:16]=43)[CH2:14]2)(=O)=O)=CC=1.C(=O)([O-])[O-].[Na+].[Na+].[NH:35]1[CH2:40][CH2:39][CH:38]([NH:41][C:42](=[O:48])[O:43][C:44]([CH3:47])([CH3:46])[CH3:45])[CH2:37][CH2:36]1. Product: [F:27][C:18]1[CH:19]=[N:20][C:21]2[CH:22]=[C:23]([F:26])[C:24](=[O:25])[N:15]3[CH2:14][C:13]([CH2:12][N:35]4[CH2:36][CH2:37][CH:38]([NH:41][C:42](=[O:48])[O:43][C:44]([CH3:46])([CH3:45])[CH3:47])[CH2:39][CH2:40]4)([OH:28])[C:17]=1[C:16]=23. The catalyst class is: 8. (6) Reactant: [F:1][C:2]1[CH:7]=[C:6]([O:8][C:9]2[CH:14]=[CH:13][CH:12]=[CH:11][CH:10]=2)[CH:5]=[CH:4][C:3]=1[C:15]1[C:23]2[C:18](=[N:19][CH:20]=[N:21][C:22]=2[NH2:24])[N:17]([CH2:25][C@H:26]2[CH2:30][CH2:29][CH2:28][NH:27]2)[N:16]=1.[C:31]([CH2:33][C:34](O)=[O:35])#[N:32].CN(C(ON1N=NC2C=CC=NC1=2)=[N+](C)C)C.F[P-](F)(F)(F)(F)F.C(N(CC)CC)C. Product: [NH2:24][C:22]1[N:21]=[CH:20][N:19]=[C:18]2[N:17]([CH2:25][C@H:26]3[CH2:30][CH2:29][CH2:28][N:27]3[C:34](=[O:35])[CH2:33][C:31]#[N:32])[N:16]=[C:15]([C:3]3[CH:4]=[CH:5][C:6]([O:8][C:9]4[CH:10]=[CH:11][CH:12]=[CH:13][CH:14]=4)=[CH:7][C:2]=3[F:1])[C:23]=12. The catalyst class is: 145. (7) Reactant: CS(O)(=O)=O.[CH3:6][CH:7]1[C:12](=[O:13])[CH2:11][CH2:10][O:9][CH2:8]1.[N-:14]=[N+]=[N-].[Na+]. Product: [CH3:6][CH:7]1[NH:14][C:12](=[O:13])[CH2:11][CH2:10][O:9][CH2:8]1. The catalyst class is: 57. (8) Reactant: [CH3:1][O:2][C:3]1[CH:8]=[CH:7][C:6]([C:9]2[N:10]=[C:11]([NH:14][CH2:15][C:16]3[CH:23]=[CH:22][C:19]([C:20]#[N:21])=[CH:18][CH:17]=3)[S:12][CH:13]=2)=[CH:5][CH:4]=1.[H-].[Na+].I[CH2:27][CH2:28][CH2:29][CH3:30].C(OCC)(=O)C. Product: [CH2:27]([N:14]([CH2:15][C:16]1[CH:23]=[CH:22][C:19]([C:20]#[N:21])=[CH:18][CH:17]=1)[C:11]1[S:12][CH:13]=[C:9]([C:6]2[CH:5]=[CH:4][C:3]([O:2][CH3:1])=[CH:8][CH:7]=2)[N:10]=1)[CH2:28][CH2:29][CH3:30]. The catalyst class is: 9.